From a dataset of Full USPTO retrosynthesis dataset with 1.9M reactions from patents (1976-2016). Predict the reactants needed to synthesize the given product. (1) Given the product [F:1][C:2]1[CH:7]=[C:6]([S:8]([CH3:9])=[O:23])[CH:5]=[C:4]([F:10])[C:3]=1[C:11]1[N:16]=[C:15]([C:17]([O:19][CH3:20])=[O:18])[CH:14]=[CH:13][C:12]=1[F:21], predict the reactants needed to synthesize it. The reactants are: [F:1][C:2]1[CH:7]=[C:6]([S:8][CH3:9])[CH:5]=[C:4]([F:10])[C:3]=1[C:11]1[N:16]=[C:15]([C:17]([O:19][CH3:20])=[O:18])[CH:14]=[CH:13][C:12]=1[F:21].S([O-])(O[O-])(=O)=[O:23].[K+].[K+]. (2) Given the product [N:17]1([C:2]2[N:7]=[CH:6][C:5]([C:8]3[NH:12][C:11]4[CH:13]=[CH:14][CH:15]=[CH:16][C:10]=4[N:9]=3)=[CH:4][CH:3]=2)[CH2:22][CH2:21][NH:20][CH2:19][CH2:18]1, predict the reactants needed to synthesize it. The reactants are: Cl[C:2]1[N:7]=[CH:6][C:5]([C:8]2[NH:12][C:11]3[CH:13]=[CH:14][CH:15]=[CH:16][C:10]=3[N:9]=2)=[CH:4][CH:3]=1.[NH:17]1[CH2:22][CH2:21][NH:20][CH2:19][CH2:18]1. (3) The reactants are: [Na].O[C:3]1[CH:8]=[CH:7][C:6]([SH:9])=[CH:5][CH:4]=1.C[O-].[Na+].Cl[CH2:14][C:15](CCl)=[CH2:16]. Given the product [CH2:16]([S:9][C:6]1[CH:7]=[CH:8][CH:3]=[CH:4][CH:5]=1)[CH:15]=[CH2:14], predict the reactants needed to synthesize it. (4) Given the product [CH2:7]([S:6][CH2:5][C@H:4]([OH:14])[C:3]([OH:15])=[O:2])[C:8]1[CH:13]=[CH:12][CH:11]=[CH:10][CH:9]=1, predict the reactants needed to synthesize it. The reactants are: C[O:2][C:3](=[O:15])[C@@H:4]([OH:14])[CH2:5][S:6][CH2:7][C:8]1[CH:13]=[CH:12][CH:11]=[CH:10][CH:9]=1.[OH-].[Li+]. (5) Given the product [F:1][C:2]1[CH:3]=[C:4]([N:9]2[CH2:13][C@@H:12]([CH2:14][N:25]3[C:21](=[O:31])[C:22]4[C:23](=[CH:27][CH:28]=[CH:29][CH:30]=4)[C:24]3=[O:26])[O:11][C:10]2=[O:20])[CH:5]=[CH:6][C:7]=1[I:8], predict the reactants needed to synthesize it. The reactants are: [F:1][C:2]1[CH:3]=[C:4]([N:9]2[CH2:13][C@H:12]([CH2:14]OS(C)(=O)=O)[O:11][C:10]2=[O:20])[CH:5]=[CH:6][C:7]=1[I:8].[C:21]1(=[O:31])[NH:25][C:24](=[O:26])[C:23]2=[CH:27][CH:28]=[CH:29][CH:30]=[C:22]12.[K]. (6) The reactants are: [NH2:1][C:2]1[O:10][C:9]2[C:4](=[N:5][CH:6]=[CH:7][CH:8]=2)[C:3]=1[C:11]([O:13][CH2:14][CH3:15])=[O:12].[CH3:16][C:17]([O:20][C:21](O[C:21]([O:20][C:17]([CH3:19])([CH3:18])[CH3:16])=[O:22])=[O:22])([CH3:19])[CH3:18]. Given the product [C:17]([O:20][C:21]([NH:1][C:2]1[O:10][C:9]2[C:4](=[N:5][CH:6]=[CH:7][CH:8]=2)[C:3]=1[C:11]([O:13][CH2:14][CH3:15])=[O:12])=[O:22])([CH3:19])([CH3:18])[CH3:16], predict the reactants needed to synthesize it.